Task: Predict which catalyst facilitates the given reaction.. Dataset: Catalyst prediction with 721,799 reactions and 888 catalyst types from USPTO (1) Reactant: C[O:2][C:3]([C:5]1[CH:9]=[C:8]([O:10][CH2:11][CH:12]2[CH2:14][CH2:13]2)[N:7]([C:15]2[CH:20]=[CH:19][CH:18]=[CH:17][C:16]=2[F:21])[N:6]=1)=[O:4].[OH-].[Na+]. Product: [CH:12]1([CH2:11][O:10][C:8]2[N:7]([C:15]3[CH:20]=[CH:19][CH:18]=[CH:17][C:16]=3[F:21])[N:6]=[C:5]([C:3]([OH:4])=[O:2])[CH:9]=2)[CH2:13][CH2:14]1. The catalyst class is: 5. (2) Reactant: [Br:1][C:2]1[CH:9]=[C:8]([CH3:10])[C:5]([CH:6]=[O:7])=[C:4]([CH3:11])[CH:3]=1.CC1C=CC(S(O)(=O)=O)=CC=1.[CH2:23](O)[CH2:24][CH2:25][OH:26].CCCCCC. Product: [Br:1][C:2]1[CH:3]=[C:4]([CH3:11])[C:5]([CH:6]2[O:26][CH2:25][CH2:24][CH2:23][O:7]2)=[C:8]([CH3:10])[CH:9]=1. The catalyst class is: 11.